This data is from Reaction yield outcomes from USPTO patents with 853,638 reactions. The task is: Predict the reaction yield, written as a fraction of the theoretical maximum amount of product (1.0 means a 100% yield; for example, 0.34 means a 34% yield). (1) The reactants are [CH3:1][O:2][C:3]1[CH:4]=[C:5]([CH2:9][C:10]([OH:12])=O)[CH:6]=[CH:7][CH:8]=1.C(N1C=CN=C1)(N1C=CN=C1)=O.[NH2:25][C:26]1[S:27][C:28]([N+:31]([O-:33])=[O:32])=[CH:29][N:30]=1. The catalyst is CN(C)C=O. The product is [CH3:1][O:2][C:3]1[CH:4]=[C:5]([CH2:9][C:10]([NH:25][C:26]2[S:27][C:28]([N+:31]([O-:33])=[O:32])=[CH:29][N:30]=2)=[O:12])[CH:6]=[CH:7][CH:8]=1. The yield is 0.300. (2) The reactants are CS(C)=O.[C:5]([O:9][C:10](=[O:27])[NH:11][C@@H:12]([CH:20]1[CH2:25][CH2:24][CH:23]([OH:26])[CH2:22][CH2:21]1)[C:13](=[O:19])[N:14]1[CH2:18][CH2:17][S:16][CH2:15]1)([CH3:8])([CH3:7])[CH3:6].C(N(CC)CC)C. The catalyst is ClCCCl. The product is [C:5]([O:9][C:10](=[O:27])[NH:11][C@@H:12]([CH:20]1[CH2:21][CH2:22][C:23](=[O:26])[CH2:24][CH2:25]1)[C:13](=[O:19])[N:14]1[CH2:18][CH2:17][S:16][CH2:15]1)([CH3:8])([CH3:6])[CH3:7]. The yield is 0.900. (3) The reactants are Cl.[Cl:2][C:3]1[C:12]2[C:7](=[CH:8][C:9]([F:14])=[C:10]([I:13])[CH:11]=2)[N:6]=[CH:5][N:4]=1.O1CCOCC1.Cl.[CH2:22]([O:29][C:30]1[CH:36]=[CH:35][C:33]([NH2:34])=[CH:32][CH:31]=1)[C:23]1[CH:28]=[CH:27][CH:26]=[CH:25][CH:24]=1. The catalyst is ClCCl. The product is [ClH:2].[CH2:22]([O:29][C:30]1[CH:31]=[CH:32][C:33]([NH:34][C:3]2[C:12]3[C:7](=[CH:8][C:9]([F:14])=[C:10]([I:13])[CH:11]=3)[N:6]=[CH:5][N:4]=2)=[CH:35][CH:36]=1)[C:23]1[CH:24]=[CH:25][CH:26]=[CH:27][CH:28]=1. The yield is 0.790. (4) The reactants are [Sn].[NH2:2][C:3]1[C:4]([C:15]([OH:17])=[O:16])=[CH:5][C:6]2[C:11]([C:12]=1Br)=[CH:10][CH:9]=[C:8]([Br:14])[CH:7]=2.Cl.O. The catalyst is C(O)(=O)C. The product is [NH2:2][C:3]1[C:4]([C:15]([OH:17])=[O:16])=[CH:5][C:6]2[C:11]([CH:12]=1)=[CH:10][CH:9]=[C:8]([Br:14])[CH:7]=2. The yield is 0.890. (5) The reactants are Cl[C:2]1[CH:7]=[CH:6][N:5]=[C:4]2[NH:8][N:9]=[C:10]([CH:11]([CH3:13])[CH3:12])[C:3]=12.[CH3:14][O:15][C:16]1[N:21]=[CH:20][C:19](B(O)O)=[CH:18][CH:17]=1.C(C1C2C(=NC=CC=2C2C=CSC=2)NN=1)(C)C. No catalyst specified. The product is [CH:11]([C:10]1[C:3]2[C:4](=[N:5][CH:6]=[CH:7][C:2]=2[C:19]2[CH:20]=[N:21][C:16]([O:15][CH3:14])=[CH:17][CH:18]=2)[NH:8][N:9]=1)([CH3:13])[CH3:12]. The yield is 0.600. (6) The reactants are [CH3:1][O:2][C:3](=[O:28])[C:4]1[CH:26]=[CH:25][C:24]([OH:27])=[C:6]([C:7]([NH:9][C:10]2[CH:15]=[C:14]([C:16]([F:19])([F:18])[F:17])[CH:13]=[C:12]([C:20]([F:23])([F:22])[F:21])[CH:11]=2)=[O:8])[CH:5]=1.[H-].[Na+].[CH2:31](Br)[C:32]1[CH:37]=[CH:36][CH:35]=[CH:34][CH:33]=1.O. The catalyst is CN(C)C=O. The product is [CH3:1][O:2][C:3](=[O:28])[C:4]1[CH:26]=[CH:25][C:24]([O:27][CH2:31][C:32]2[CH:37]=[CH:36][CH:35]=[CH:34][CH:33]=2)=[C:6]([C:7]([NH:9][C:10]2[CH:15]=[C:14]([C:16]([F:19])([F:17])[F:18])[CH:13]=[C:12]([C:20]([F:21])([F:22])[F:23])[CH:11]=2)=[O:8])[CH:5]=1. The yield is 0.541. (7) The reactants are [CH3:1][O:2][C:3]1[CH:29]=[CH:28][C:6]([CH2:7][N:8]2[CH:17]=[C:16]3[C:10]([N:11]([CH2:19][CH2:20][CH2:21][N:22]4[CH2:27][CH2:26][O:25][CH2:24][CH2:23]4)[CH2:12][CH2:13][CH2:14][C:15]3=O)=[N:9]2)=[CH:5][CH:4]=1.[F:30][C:31]1[CH:32]=[N:33][C:34]([NH:37][C:38]([NH2:40])=[S:39])=[N:35][CH:36]=1.II. The catalyst is N1C=CC=CC=1.CCOC(C)=O. The product is [F:30][C:31]1[CH:32]=[N:33][C:34]([NH:37][C:38]2[S:39][C:14]3[CH2:13][CH2:12][N:11]([CH2:19][CH2:20][CH2:21][N:22]4[CH2:23][CH2:24][O:25][CH2:26][CH2:27]4)[C:10]4=[N:9][N:8]([CH2:7][C:6]5[CH:28]=[CH:29][C:3]([O:2][CH3:1])=[CH:4][CH:5]=5)[CH:17]=[C:16]4[C:15]=3[N:40]=2)=[N:35][CH:36]=1. The yield is 0.250.